This data is from Forward reaction prediction with 1.9M reactions from USPTO patents (1976-2016). The task is: Predict the product of the given reaction. (1) Given the reactants [OH:1][CH:2]([CH2:6][CH2:7][CH2:8][CH2:9][CH2:10][CH3:11])[C:3]([OH:5])=[O:4].Br[CH:13]([CH3:17])[C:14](Br)=[O:15].C(N(CC)CC)C, predict the reaction product. The product is: [CH3:17][CH:13]1[O:4][C:3](=[O:5])[CH:2]([CH2:6][CH2:7][CH2:8][CH2:9][CH2:10][CH3:11])[O:1][C:14]1=[O:15]. (2) The product is: [Cl:1][C:2]1[C:7]([S:8]([CH3:11])(=[O:10])=[O:9])=[CH:6][CH:5]=[CH:4][C:3]=1[C:12]1[CH2:13][CH2:14][N:15]([CH2:19][CH2:20][CH3:21])[CH2:16][CH:17]=1. Given the reactants [Cl:1][C:2]1[C:7]([S:8]([CH3:11])(=[O:10])=[O:9])=[CH:6][CH:5]=[CH:4][C:3]=1[C:12]1[CH:17]=[CH:16][N:15]=[CH:14][CH:13]=1.I[CH2:19][CH2:20][CH3:21].[BH4-].[Na+], predict the reaction product.